This data is from Peptide-MHC class I binding affinity with 185,985 pairs from IEDB/IMGT. The task is: Regression. Given a peptide amino acid sequence and an MHC pseudo amino acid sequence, predict their binding affinity value. This is MHC class I binding data. The peptide sequence is FSFFMNENF. The MHC is HLA-B83:01 with pseudo-sequence HLA-B83:01. The binding affinity (normalized) is 0.213.